This data is from Catalyst prediction with 721,799 reactions and 888 catalyst types from USPTO. The task is: Predict which catalyst facilitates the given reaction. (1) Reactant: [OH:1][C:2]1[C:11]2[C:6](=[N:7][CH:8]=[CH:9][CH:10]=2)[N:5]([CH2:12][CH2:13][CH:14]([CH3:16])[CH3:15])[C:4](=[O:17])[C:3]=1[C:18]1[NH:23][C:22]2[CH:24]=[CH:25][C:26]([NH:28][S:29]([N:32]3CCO[C:33]3=O)(=[O:31])=[O:30])=[CH:27][C:21]=2[S:20](=[O:39])(=[O:38])[N:19]=1.Cl.N[CH2:42][C:43]([NH2:45])=[O:44].C(=O)([O-])[O-].[K+].[K+]. Product: [OH:1][C:2]1[C:11]2[C:6](=[N:7][CH:8]=[CH:9][CH:10]=2)[N:5]([CH2:12][CH2:13][CH:14]([CH3:15])[CH3:16])[C:4](=[O:17])[C:3]=1[C:18]1[NH:23][C:22]2[CH:24]=[CH:25][C:26]([NH:28][S:29]([NH:32][CH2:33][CH2:42][C:43]([NH2:45])=[O:44])(=[O:31])=[O:30])=[CH:27][C:21]=2[S:20](=[O:39])(=[O:38])[N:19]=1. The catalyst class is: 10. (2) Reactant: [CH3:1][N:2]1[C:6]2[CH:7]=[CH:8][C:9]([C:11](O)=[O:12])=[CH:10][C:5]=2[N:4]=[C:3]1[NH:14][C:15]1[S:16][C:17]2[CH:23]=[C:22]([C:24]([F:27])([F:26])[F:25])[CH:21]=[CH:20][C:18]=2[N:19]=1.[NH2:28][CH2:29][C@H:30]([OH:32])[CH3:31].CN(C(ON1N=NC2C=CC=CC1=2)=[N+](C)C)C.F[P-](F)(F)(F)(F)F.CCN(C(C)C)C(C)C. Product: [OH:32][C@H:30]([CH3:31])[CH2:29][NH:28][C:11]([C:9]1[CH:8]=[CH:7][C:6]2[N:2]([CH3:1])[C:3]([NH:14][C:15]3[S:16][C:17]4[CH:23]=[C:22]([C:24]([F:25])([F:26])[F:27])[CH:21]=[CH:20][C:18]=4[N:19]=3)=[N:4][C:5]=2[CH:10]=1)=[O:12]. The catalyst class is: 3. (3) Reactant: [H-].[Na+].[SH:3][C:4]1[CH:5]=[C:6]([CH:10]=[CH:11][CH:12]=1)[C:7]([OH:9])=[O:8].Cl[C:14]1[CH:21]=[CH:20][C:17]([C:18]#[N:19])=[CH:16][N:15]=1.Cl. Product: [C:18]([C:17]1[CH:20]=[CH:21][C:14]([S:3][C:4]2[CH:5]=[C:6]([CH:10]=[CH:11][CH:12]=2)[C:7]([OH:9])=[O:8])=[N:15][CH:16]=1)#[N:19]. The catalyst class is: 9. (4) Reactant: [H-].[Al+3].[Li+].[H-].[H-].[H-].[CH:7]1[C:12]([C:13](O)=[O:14])=[CH:11][CH:10]=[C:9]([C:16]([OH:25])([C:21]([F:24])([F:23])[F:22])[C:17]([F:20])([F:19])[F:18])[CH:8]=1.O.C(OCC)(=O)C. The catalyst class is: 1. Product: [F:18][C:17]([F:19])([F:20])[C:16]([C:9]1[CH:10]=[CH:11][C:12]([CH2:13][OH:14])=[CH:7][CH:8]=1)([OH:25])[C:21]([F:22])([F:24])[F:23]. (5) Product: [Br:1][C:2]1[N:7]=[C:6]([CH:8]=[CH:11][C:12]([OH:14])=[O:13])[CH:5]=[CH:4][CH:3]=1. The catalyst class is: 17. Reactant: [Br:1][C:2]1[N:7]=[C:6]([CH:8]=O)[CH:5]=[CH:4][CH:3]=1.C(O)(=O)[CH2:11][C:12]([OH:14])=[O:13].N1CCCCC1.